Task: Predict which catalyst facilitates the given reaction.. Dataset: Catalyst prediction with 721,799 reactions and 888 catalyst types from USPTO (1) Reactant: [C:1]1([OH:7])[CH:6]=[CH:5][CH:4]=[CH:3][CH:2]=1.[H-].[Na+].Cl[C:11]1[N:16]=[CH:15][C:14]([C:17]([C:19]2[CH:35]=[CH:34][C:33]([O:36][CH3:37])=[CH:32][C:20]=2[O:21][C:22]([CH3:31])([CH3:30])[C:23]([O:25][C:26]([CH3:29])([CH3:28])[CH3:27])=[O:24])=[O:18])=[CH:13][CH:12]=1.[Cl-].[NH4+]. Product: [CH3:37][O:36][C:33]1[CH:34]=[CH:35][C:19]([C:17]([C:14]2[CH:15]=[N:16][C:11]([O:7][C:1]3[CH:6]=[CH:5][CH:4]=[CH:3][CH:2]=3)=[CH:12][CH:13]=2)=[O:18])=[C:20]([CH:32]=1)[O:21][C:22]([CH3:31])([CH3:30])[C:23]([O:25][C:26]([CH3:29])([CH3:28])[CH3:27])=[O:24]. The catalyst class is: 9. (2) Reactant: Cl.[NH2:2][C:3]([NH2:5])=[NH:4].[H-].[Na+].[C:8]([O:12][C:13](=[O:38])[CH2:14][N:15]([S:23]([C:26]1[CH:35]=[C:34]2[C:29]([C:30]([Cl:37])=[CH:31][N:32]=[C:33]2Cl)=[CH:28][CH:27]=1)(=[O:25])=[O:24])[CH2:16][C:17]1[CH:18]=[N:19][CH:20]=[CH:21][CH:22]=1)([CH3:11])([CH3:10])[CH3:9]. Product: [C:8]([O:12][C:13](=[O:38])[CH2:14][N:15]([S:23]([C:26]1[CH:35]=[C:34]2[C:29]([C:30]([Cl:37])=[CH:31][N:32]=[C:33]2[NH:4][C:3]([NH2:5])=[NH:2])=[CH:28][CH:27]=1)(=[O:24])=[O:25])[CH2:16][C:17]1[CH:18]=[N:19][CH:20]=[CH:21][CH:22]=1)([CH3:11])([CH3:9])[CH3:10]. The catalyst class is: 57. (3) Reactant: [Cl:1][C:2]1[CH:7]=[C:6]([NH:8][C:9]2[C:18]3[C:13](=[CH:14][CH:15]=[CH:16][C:17]=3[O:19][CH2:20][C@H:21]3[CH2:25][CH2:24][CH2:23][N:22]3[C:26](=[O:31])[CH2:27][N:28]([CH3:30])[CH3:29])[N:12]=[CH:11][N:10]=2)[CH:5]=[CH:4][C:3]=1[OH:32].C(=O)([O-])[O-].[K+].[K+].C1OCCOCCOCCOCCOCCOC1.Cl.Cl[CH2:59][C:60]1[N:61]=[CH:62][S:63][CH:64]=1. Product: [Cl:1][C:2]1[CH:7]=[C:6]([NH:8][C:9]2[C:18]3[C:13](=[CH:14][CH:15]=[CH:16][C:17]=3[O:19][CH2:20][C@H:21]3[CH2:25][CH2:24][CH2:23][N:22]3[C:26](=[O:31])[CH2:27][N:28]([CH3:30])[CH3:29])[N:12]=[CH:11][N:10]=2)[CH:5]=[CH:4][C:3]=1[O:32][CH2:59][C:60]1[N:61]=[CH:62][S:63][CH:64]=1. The catalyst class is: 44. (4) The catalyst class is: 37. Reactant: [Cl:1][C:2]1[CH:10]=[CH:9][C:8]2[NH:7][C:6]3[CH2:11][CH:12]([CH3:16])[N:13]([CH3:15])[CH2:14][C:5]=3[C:4]=2[CH:3]=1.[F:17][C:18]([F:28])([F:27])[C:19]1[CH:24]=[CH:23][C:22]([CH:25]=[CH2:26])=[CH:21][N:20]=1.[OH-].[K+]. Product: [Cl:1][C:2]1[CH:10]=[CH:9][C:8]2[N:7]([CH2:26][CH2:25][C:22]3[CH:21]=[N:20][C:19]([C:18]([F:28])([F:17])[F:27])=[CH:24][CH:23]=3)[C:6]3[CH2:11][CH:12]([CH3:16])[N:13]([CH3:15])[CH2:14][C:5]=3[C:4]=2[CH:3]=1. (5) Reactant: [C:1]([O:5][C:6]([N:8]1[CH2:15][CH2:14][CH2:13][C@H:9]1[C:10]([OH:12])=O)=[O:7])([CH3:4])([CH3:3])[CH3:2].CCN=C=NCCCN(C)C.C1C=CC2N(O)N=NC=2C=1.C(N(CC)CC)C.[NH:44]1[CH2:48][CH2:47][C@@H:46]([OH:49])[CH2:45]1. Product: [C:1]([O:5][C:6]([N:8]1[CH2:15][CH2:14][CH2:13][C@H:9]1[C:10]([N:44]1[CH2:48][CH2:47][C@@H:46]([OH:49])[CH2:45]1)=[O:12])=[O:7])([CH3:2])([CH3:3])[CH3:4]. The catalyst class is: 3. (6) Reactant: Cl[CH2:2][C:3]1[CH:8]=[CH:7][C:6]([CH2:9][N:10]2[CH2:15][CH2:14][N:13]([C:16]3[CH:21]=[CH:20][C:19]([F:22])=[CH:18][CH:17]=3)[CH2:12][CH2:11]2)=[CH:5][CH:4]=1.[C-:23]#[N:24].[Na+].[I-].[Na+]. Product: [F:22][C:19]1[CH:20]=[CH:21][C:16]([N:13]2[CH2:14][CH2:15][N:10]([CH2:9][C:6]3[CH:7]=[CH:8][C:3]([CH2:2][C:23]#[N:24])=[CH:4][CH:5]=3)[CH2:11][CH2:12]2)=[CH:17][CH:18]=1. The catalyst class is: 9.